This data is from Reaction yield outcomes from USPTO patents with 853,638 reactions. The task is: Predict the reaction yield, written as a fraction of the theoretical maximum amount of product (1.0 means a 100% yield; for example, 0.34 means a 34% yield). (1) The reactants are Cl.[CH2:2]([N:9]([CH2:32][C:33]1[CH:38]=[CH:37][CH:36]=[CH:35][CH:34]=1)[C:10]1[CH:15]=[CH:14][C:13]([C@H:16]2[CH2:21][CH2:20][C@H:19]([O:22][CH2:23][CH2:24][C:25]([O:27][C:28](C)(C)C)=[O:26])[CH2:18][CH2:17]2)=[CH:12][CH:11]=1)[C:3]1[CH:8]=[CH:7][CH:6]=[CH:5][CH:4]=1.C(=O)([O-])O.[Na+]. The catalyst is CO. The product is [CH2:32]([N:9]([CH2:2][C:3]1[CH:4]=[CH:5][CH:6]=[CH:7][CH:8]=1)[C:10]1[CH:15]=[CH:14][C:13]([C@H:16]2[CH2:17][CH2:18][C@H:19]([O:22][CH2:23][CH2:24][C:25]([O:27][CH3:28])=[O:26])[CH2:20][CH2:21]2)=[CH:12][CH:11]=1)[C:33]1[CH:34]=[CH:35][CH:36]=[CH:37][CH:38]=1. The yield is 0.980. (2) The yield is 0.720. The reactants are [CH3:1][N:2]([C:4]1[CH:9]=[CH:8][C:7]([O:10][CH3:11])=[CH:6][C:5]=1[N:12]=O)[CH3:3].[H][H].C([O-])([O-])=O.[K+].[K+].[C:22](Cl)(=[O:24])[CH3:23]. The catalyst is C(Cl)(Cl)Cl.[Pt].CO. The product is [CH3:1][N:2]([CH3:3])[C:4]1[CH:9]=[CH:8][C:7]([O:10][CH3:11])=[CH:6][C:5]=1[NH:12][C:22](=[O:24])[CH3:23]. (3) The reactants are [C:1]([O:5][C:6]([NH:8][C@@H:9]1[C:23](=[O:24])[N:22]2[CH2:25][C@H:26]([OH:28])[CH2:27][C@H:21]2[C:20](=[O:29])[NH:19][C@:18]2([C:31]([O:33]CC)=[O:32])[CH2:30][C@H:17]2[CH2:16][C:15]([F:37])([F:36])[CH2:14][CH2:13][CH2:12][CH2:11][CH2:10]1)=[O:7])([CH3:4])([CH3:3])[CH3:2].O1CCCC1.CO.O.[OH-].[Li+]. The catalyst is CC#N.Cl.O. The product is [C:1]([O:5][C:6]([NH:8][C@@H:9]1[C:23](=[O:24])[N:22]2[CH2:25][C@H:26]([OH:28])[CH2:27][C@H:21]2[C:20](=[O:29])[NH:19][C@:18]2([C:31]([OH:33])=[O:32])[CH2:30][C@H:17]2[CH2:16][C:15]([F:37])([F:36])[CH2:14][CH2:13][CH2:12][CH2:11][CH2:10]1)=[O:7])([CH3:4])([CH3:2])[CH3:3]. The yield is 1.00. (4) The reactants are [C:1]([C:3]1[CH:8]=[CH:7][CH:6]=[CH:5][C:4]=1[C:9]1[CH:14]=[CH:13][C:12]([CH2:15][C:16]2[C:17](=[O:42])[N:18]([C@H:28]3[CH2:33][CH2:32][C@H:31]([O:34][CH2:35][C:36](N(OC)C)=[O:37])[CH2:30][CH2:29]3)[C:19]3[N:20]([N:25]=[CH:26][N:27]=3)[C:21]=2[CH2:22][CH2:23][CH3:24])=[CH:11][CH:10]=1)#[N:2].[CH2:43]([Mg]Br)[CH3:44].Cl. The catalyst is O1CCCC1. The product is [O:42]=[C:17]1[C:16]([CH2:15][C:12]2[CH:11]=[CH:10][C:9]([C:4]3[C:3]([C:1]#[N:2])=[CH:8][CH:7]=[CH:6][CH:5]=3)=[CH:14][CH:13]=2)=[C:21]([CH2:22][CH2:23][CH3:24])[N:20]2[N:25]=[CH:26][N:27]=[C:19]2[N:18]1[C@H:28]1[CH2:33][CH2:32][C@H:31]([O:34][CH2:35][C:36](=[O:37])[CH2:43][CH3:44])[CH2:30][CH2:29]1. The yield is 0.670. (5) The reactants are [CH2:1]([O:3][C:4]([CH2:6][C:7](=O)[CH:8]([O:11][C:12](=O)[C:13]1[CH:18]=[CH:17][C:16]([C:19]([F:22])([F:21])[F:20])=[CH:15][CH:14]=1)[CH2:9][CH3:10])=[O:5])[CH3:2].C([O-])(=O)C.[NH4+:29]. The catalyst is C(O)(=O)C. The product is [CH2:1]([O:3][C:4](=[O:5])[CH2:6][C:7]1[N:29]=[C:12]([C:13]2[CH:18]=[CH:17][C:16]([C:19]([F:22])([F:21])[F:20])=[CH:15][CH:14]=2)[O:11][C:8]=1[CH2:9][CH3:10])[CH3:2]. The yield is 0.500.